This data is from Catalyst prediction with 721,799 reactions and 888 catalyst types from USPTO. The task is: Predict which catalyst facilitates the given reaction. (1) Reactant: [CH3:1][C:2]([O:5][C:6]([NH:8][C@H:9]([C:13]([OH:15])=[O:14])[CH2:10][CH2:11][OH:12])=[O:7])([CH3:4])[CH3:3].C(=O)(O)[O-].[K+].CN(C)C=O.[CH2:26](Br)[C:27]1[CH:32]=[CH:31][CH:30]=[CH:29][CH:28]=1. Product: [C:2]([O:5][C:6]([NH:8][C@@H:9]([CH2:10][CH2:11][OH:12])[C:13]([O:15][CH2:26][C:27]1[CH:32]=[CH:31][CH:30]=[CH:29][CH:28]=1)=[O:14])=[O:7])([CH3:1])([CH3:3])[CH3:4]. The catalyst class is: 13. (2) Reactant: [Cl:1][C:2]1[CH:3]=[C:4]([NH:17][C:18]2[C:27]3[C:22](=[CH:23][C:24](F)=[C:25]([N+:28]([O-:30])=[O:29])[CH:26]=3)[N:21]=[CH:20][N:19]=2)[CH:5]=[CH:6][C:7]=1[O:8][CH2:9][C:10]1[CH:15]=[CH:14][CH:13]=[C:12]([F:16])[CH:11]=1.[CH3:32][O-:33].[Na+].O. Product: [Cl:1][C:2]1[CH:3]=[C:4]([NH:17][C:18]2[C:27]3[C:22](=[CH:23][C:24]([O:33][CH3:32])=[C:25]([N+:28]([O-:30])=[O:29])[CH:26]=3)[N:21]=[CH:20][N:19]=2)[CH:5]=[CH:6][C:7]=1[O:8][CH2:9][C:10]1[CH:15]=[CH:14][CH:13]=[C:12]([F:16])[CH:11]=1. The catalyst class is: 5. (3) Reactant: C(NC(C)C)(C)C.C([Li])CCC.CCCCCC.[N:19]1[CH:24]=[CH:23][CH:22]=[C:21]([CH3:25])[CH:20]=1.[C:26](OCC)(=[O:35])[C:27]1[CH:32]=[CH:31][C:30]([O:33][CH3:34])=[CH:29][CH:28]=1. Product: [CH3:34][O:33][C:30]1[CH:31]=[CH:32][C:27]([C:26](=[O:35])[CH2:25][C:21]2[CH:20]=[N:19][CH:24]=[CH:23][CH:22]=2)=[CH:28][CH:29]=1. The catalyst class is: 30. (4) Reactant: [NH:1]1[CH2:6][CH2:5][CH:4]([C:7]([O:9][CH2:10][CH3:11])=[O:8])[CH2:3][CH2:2]1.C(N(CC)CC)C.[CH:19]1([C:22](Cl)=[O:23])[CH2:21][CH2:20]1.O. Product: [CH:19]1([C:22]([N:1]2[CH2:6][CH2:5][CH:4]([C:7]([O:9][CH2:10][CH3:11])=[O:8])[CH2:3][CH2:2]2)=[O:23])[CH2:21][CH2:20]1. The catalyst class is: 1.